From a dataset of Reaction yield outcomes from USPTO patents with 853,638 reactions. Predict the reaction yield, written as a fraction of the theoretical maximum amount of product (1.0 means a 100% yield; for example, 0.34 means a 34% yield). The reactants are [NH2:1][C:2]1[O:6][N:5]=[C:4]([CH3:7])[C:3]=1[Br:8].[Cl:9][C:10]1[C:15]([Cl:16])=[C:14]([Cl:17])[CH:13]=[CH:12][C:11]=1[S:18](Cl)(=[O:20])=[O:19]. The yield is 0.660. No catalyst specified. The product is [Cl:9][C:10]1[C:15]([Cl:16])=[C:14]([Cl:17])[CH:13]=[CH:12][C:11]=1[S:18]([NH:1][C:2]1[O:6][N:5]=[C:4]([CH3:7])[C:3]=1[Br:8])(=[O:20])=[O:19].